Dataset: Forward reaction prediction with 1.9M reactions from USPTO patents (1976-2016). Task: Predict the product of the given reaction. (1) Given the reactants [F:1][C:2]([F:24])([F:23])[C:3]1[CH:4]=[C:5]([C:13]2[S:14][CH:15]=[C:16]([CH2:18][C:19]([O:21]C)=[O:20])[N:17]=2)[CH:6]=[C:7]([C:9]([F:12])([F:11])[F:10])[CH:8]=1.O[Li].O, predict the reaction product. The product is: [F:12][C:9]([F:10])([F:11])[C:7]1[CH:6]=[C:5]([C:13]2[S:14][CH:15]=[C:16]([CH2:18][C:19]([OH:21])=[O:20])[N:17]=2)[CH:4]=[C:3]([C:2]([F:1])([F:24])[F:23])[CH:8]=1. (2) The product is: [CH:37]1([N:30]2[CH2:31][CH2:32][CH:27]([N:26]([CH3:33])[S:23]([C:20]3[CH:19]=[CH:18][C:17]([NH:16][C:12]4[N:11]=[C:10]([NH:9][C:6]5[CH:7]=[CH:8][C:3]([F:2])=[CH:4][CH:5]=5)[CH:15]=[CH:14][N:13]=4)=[CH:22][CH:21]=3)(=[O:24])=[O:25])[CH2:28][CH2:29]2)[CH2:39][CH2:38]1. Given the reactants Cl.[F:2][C:3]1[CH:8]=[CH:7][C:6]([NH:9][C:10]2[CH:15]=[CH:14][N:13]=[C:12]([NH:16][C:17]3[CH:22]=[CH:21][C:20]([S:23]([N:26]([CH3:33])[CH:27]4[CH2:32][CH2:31][NH:30][CH2:29][CH2:28]4)(=[O:25])=[O:24])=[CH:19][CH:18]=3)[N:11]=2)=[CH:5][CH:4]=1.C(O[C:37]1(O[Si](C)(C)C)[CH2:39][CH2:38]1)C.C([BH3-])#N.[Na+], predict the reaction product. (3) Given the reactants [Cl:1][C:2]1[N:7]=[C:6]([O:8][CH3:9])[C:5]([CH2:10][C:11]2[C:19]3[C:14](=[N:15][CH:16]=[CH:17][CH:18]=3)[NH:13][CH:12]=2)=[CH:4][CH:3]=1.[H-].[Na+].[CH:22]([Si:25](Cl)([CH:29]([CH3:31])[CH3:30])[CH:26]([CH3:28])[CH3:27])([CH3:24])[CH3:23].C(=O)(O)[O-].[Na+], predict the reaction product. The product is: [Cl:1][C:2]1[N:7]=[C:6]([O:8][CH3:9])[C:5]([CH2:10][C:11]2[C:19]3[C:14](=[N:15][CH:16]=[CH:17][CH:18]=3)[N:13]([Si:25]([CH:29]([CH3:31])[CH3:30])([CH:26]([CH3:28])[CH3:27])[CH:22]([CH3:24])[CH3:23])[CH:12]=2)=[CH:4][CH:3]=1.